This data is from CYP2D6 inhibition data for predicting drug metabolism from PubChem BioAssay. The task is: Regression/Classification. Given a drug SMILES string, predict its absorption, distribution, metabolism, or excretion properties. Task type varies by dataset: regression for continuous measurements (e.g., permeability, clearance, half-life) or binary classification for categorical outcomes (e.g., BBB penetration, CYP inhibition). Dataset: cyp2d6_veith. (1) The drug is CCOC(=O)c1c(NC(=O)CCC(=O)N2CCOCC2)sc2c1CC(C)(C)OC2. The result is 0 (non-inhibitor). (2) The molecule is CC(=O)Nc1ccc(N2CCCCC2)cc1. The result is 0 (non-inhibitor). (3) The result is 0 (non-inhibitor). The compound is C[C@@]12CC[C@@H]3c4ccc(O)cc4C[C@H](CCCCCCCCCS(=O)CCCC(F)(F)C(F)(F)F)[C@H]3[C@@H]1CC[C@@H]2O. (4) The drug is Cc1c(NC(=O)C2CCN(S(=O)(=O)c3ccc(Cl)cc3)CC2)c(=O)n(-c2ccccc2)n1C. The result is 0 (non-inhibitor). (5) The drug is CC(C)(N)CO[C@H]1C[C@H]2CC[C@@]1(C)C2(C)C. The result is 0 (non-inhibitor). (6) The molecule is Oc1ccccc1-c1nnc(-c2ccc(C(F)(F)F)cc2)o1. The result is 0 (non-inhibitor). (7) The molecule is COc1ccc(-c2nc3cnc(N(C)C)nc3n(Cc3ccc(F)cc3)c2=O)cc1. The result is 0 (non-inhibitor).